Dataset: Forward reaction prediction with 1.9M reactions from USPTO patents (1976-2016). Task: Predict the product of the given reaction. (1) Given the reactants [C:1]1([C:7]2[N:8]=[C:9]([C:12]3([CH2:18][NH2:19])[CH2:17][CH2:16][O:15][CH2:14][CH2:13]3)[S:10][CH:11]=2)[CH:6]=[CH:5][CH:4]=[CH:3][CH:2]=1.[CH2:20]([C:22]1[CH:23]=[C:24]([CH:28]=[C:29]([C:31]2[N:35]=[C:34]([C:36]([F:39])([F:38])[F:37])[O:33][N:32]=2)[CH:30]=1)[C:25](O)=[O:26])[CH3:21], predict the reaction product. The product is: [CH2:20]([C:22]1[CH:23]=[C:24]([CH:28]=[C:29]([C:31]2[N:35]=[C:34]([C:36]([F:39])([F:38])[F:37])[O:33][N:32]=2)[CH:30]=1)[C:25]([NH:19][CH2:18][C:12]1([C:9]2[S:10][CH:11]=[C:7]([C:1]3[CH:2]=[CH:3][CH:4]=[CH:5][CH:6]=3)[N:8]=2)[CH2:13][CH2:14][O:15][CH2:16][CH2:17]1)=[O:26])[CH3:21]. (2) Given the reactants [OH:1][C:2]1[CH2:7][CH2:6][C:5](C(OCC)=O)([C:8]([O:10]CC)=[O:9])[CH2:4][C:3]=1C(OCC)=O.Cl, predict the reaction product. The product is: [O:1]=[C:2]1[CH2:7][CH2:6][CH:5]([C:8]([OH:10])=[O:9])[CH2:4][CH2:3]1. (3) Given the reactants [F:1][C:2]1[CH:11]=[C:10]2[C:5]([CH:6]=[CH:7][NH:8][C:9]2=[O:12])=[CH:4][C:3]=1[O:13][CH3:14].C(=O)([O-])[O-].[K+].[K+].F[C:22]1[CH:27]=[CH:26][C:25]([N+:28]([O-:30])=[O:29])=[CH:24][CH:23]=1, predict the reaction product. The product is: [F:1][C:2]1[CH:11]=[C:10]2[C:5]([CH:6]=[CH:7][N:8]([C:22]3[CH:27]=[CH:26][C:25]([N+:28]([O-:30])=[O:29])=[CH:24][CH:23]=3)[C:9]2=[O:12])=[CH:4][C:3]=1[O:13][CH3:14]. (4) Given the reactants [Br:1][C:2]1[CH:9]=[CH:8][CH:7]=[CH:6][C:3]=1[CH2:4][OH:5].[CH:10]([O:12][CH2:13][CH3:14])=[CH2:11].C(=O)(O)[O-].[Na+], predict the reaction product. The product is: [Br:1][C:2]1[CH:9]=[CH:8][CH:7]=[CH:6][C:3]=1[CH2:4][O:5][CH:10]([O:12][CH2:13][CH3:14])[CH3:11].